Dataset: Full USPTO retrosynthesis dataset with 1.9M reactions from patents (1976-2016). Task: Predict the reactants needed to synthesize the given product. (1) Given the product [CH:31]1([CH2:29][N:18]([CH2:17][C:15]2[N:16]=[C:12]3[CH:11]=[CH:10][CH:9]=[C:8]([N:5]4[CH2:6][CH2:7][C@@H:3]([N:2]([CH3:39])[CH3:1])[CH2:4]4)[N:13]3[CH:14]=2)[C@@H:19]2[C:28]3[N:27]=[CH:26][CH:25]=[CH:24][C:23]=3[CH2:22][CH2:21][CH2:20]2)[CH2:32][CH2:33]1, predict the reactants needed to synthesize it. The reactants are: [CH3:1][N:2]([CH3:39])[C@@H:3]1[CH2:7][CH2:6][N:5]([C:8]2[N:13]3[CH:14]=[C:15]([CH2:17][N:18]([C@H:29]([C:31]4C=CC(OC)=[CH:33][CH:32]=4)C)[C@@H:19]4[C:28]5[N:27]=[CH:26][CH:25]=[CH:24][C:23]=5[CH2:22][CH2:21][CH2:20]4)[N:16]=[C:12]3[CH:11]=[CH:10][CH:9]=2)[CH2:4]1.C1(C=O)CC1. (2) The reactants are: [CH2:1]([N:8]1[CH2:13][CH2:12][N:11](C=O)[C@H:10]([CH2:16][O:17][CH3:18])[CH2:9]1)[C:2]1[CH:7]=[CH:6][CH:5]=[CH:4][CH:3]=1.[OH-].[Na+]. Given the product [CH2:1]([N:8]1[CH2:13][CH2:12][NH:11][C@H:10]([CH2:16][O:17][CH3:18])[CH2:9]1)[C:2]1[CH:3]=[CH:4][CH:5]=[CH:6][CH:7]=1, predict the reactants needed to synthesize it.